Dataset: Catalyst prediction with 721,799 reactions and 888 catalyst types from USPTO. Task: Predict which catalyst facilitates the given reaction. Reactant: [CH3:1][C:2]1[C:3]([N+:9]([O-:11])=[O:10])=[C:4](F)[CH:5]=[CH:6][CH:7]=1.[NH2:12][CH2:13][C@@H:14]1[CH2:18][CH2:17][N:16]([C:19]([O:21][C:22]([CH3:25])([CH3:24])[CH3:23])=[O:20])[CH2:15]1.CCN(C(C)C)C(C)C. Product: [CH3:1][C:2]1[C:3]([N+:9]([O-:11])=[O:10])=[C:4]([NH:12][CH2:13][C@@H:14]2[CH2:18][CH2:17][N:16]([C:19]([O:21][C:22]([CH3:25])([CH3:24])[CH3:23])=[O:20])[CH2:15]2)[CH:5]=[CH:6][CH:7]=1. The catalyst class is: 197.